From a dataset of Forward reaction prediction with 1.9M reactions from USPTO patents (1976-2016). Predict the product of the given reaction. (1) Given the reactants Br[C:2]1[S:3][CH:4]=[C:5]([C:7](OCC)=O)[N:6]=1.[Cl:12][C:13]1[CH:14]=[C:15]([CH:17]=[CH:18][CH:19]=1)[NH2:16], predict the reaction product. The product is: [Cl:12][C:13]1[CH:14]=[C:15]([CH:17]=[CH:18][CH:19]=1)[NH:16][CH2:7][C:5]1[N:6]=[CH:2][S:3][CH:4]=1. (2) Given the reactants C([Si](C)(C)[O:6][C@@H:7]1[CH2:11][CH2:10][C@@H:9]([N:12]2[C:17]3=[N:18][C:19]([NH:22][C:23]4[CH:28]=[CH:27][CH:26]=[CH:25][CH:24]=4)=[N:20][CH:21]=[C:16]3[CH2:15][N:14]([C:29]3[CH:34]=[CH:33][C:32]([O:35][CH3:36])=[CH:31][CH:30]=3)[C:13]2=[O:37])[CH2:8]1)(C)(C)C.O, predict the reaction product. The product is: [OH:6][C@@H:7]1[CH2:11][CH2:10][C@@H:9]([N:12]2[C:17]3=[N:18][C:19]([NH:22][C:23]4[CH:24]=[CH:25][CH:26]=[CH:27][CH:28]=4)=[N:20][CH:21]=[C:16]3[CH2:15][N:14]([C:29]3[CH:30]=[CH:31][C:32]([O:35][CH3:36])=[CH:33][CH:34]=3)[C:13]2=[O:37])[CH2:8]1.